The task is: Predict the product of the given reaction.. This data is from Forward reaction prediction with 1.9M reactions from USPTO patents (1976-2016). (1) Given the reactants [CH3:1][O:2][CH2:3][CH2:4][O:5][C:6]1[CH:16]=[CH:15][C:9]([O:10][CH:11]2[CH2:14][NH:13][CH2:12]2)=[CH:8][CH:7]=1.Br[C:18]1[CH:23]=[CH:22][C:21]([C@@H:24]([NH:26][C:27]([C:29]2[S:33][C:32]([NH:34][C:35](=[O:37])[CH3:36])=[N:31][C:30]=2[CH3:38])=[O:28])[CH3:25])=[CH:20][CH:19]=1.CC([O-])(C)C.[Na+].O1CCOCC1, predict the reaction product. The product is: [CH3:1][O:2][CH2:3][CH2:4][O:5][C:6]1[CH:16]=[CH:15][C:9]([O:10][CH:11]2[CH2:14][N:13]([C:18]3[CH:23]=[CH:22][C:21]([C@@H:24]([NH:26][C:27]([C:29]4[S:33][C:32]([NH:34][C:35](=[O:37])[CH3:36])=[N:31][C:30]=4[CH3:38])=[O:28])[CH3:25])=[CH:20][CH:19]=3)[CH2:12]2)=[CH:8][CH:7]=1. (2) Given the reactants [CH2:1]([Br:3])[CH3:2].[N:4]1[CH:9]=[CH:8][CH:7]=[CH:6][CH:5]=1, predict the reaction product. The product is: [Br-:3].[CH2:9]([N+:4]1[CH:2]=[CH:1][CH:7]=[CH:6][CH:5]=1)[CH3:8].